Predict the reaction yield, written as a fraction of the theoretical maximum amount of product (1.0 means a 100% yield; for example, 0.34 means a 34% yield). From a dataset of Reaction yield outcomes from USPTO patents with 853,638 reactions. (1) The reactants are [N:1]1[CH:6]=[CH:5][CH:4]=[CH:3][C:2]=1[C:7]1[N:11]=[C:10]([C:12]2[CH:17]=[C:16]([OH:18])[CH:15]=[C:14]([C:19]#[N:20])[CH:13]=2)[O:9][N:8]=1.C(=O)([O-])[O-].[K+].[K+].[CH3:27][O:28][CH2:29]Cl. The catalyst is CN(C)C=O.ClCCl. The product is [N:1]1[CH:6]=[CH:5][CH:4]=[CH:3][C:2]=1[C:7]1[N:11]=[C:10]([C:12]2[CH:17]=[C:16]([O:18][CH2:27][O:28][CH3:29])[CH:15]=[C:14]([C:19]#[N:20])[CH:13]=2)[O:9][N:8]=1. The yield is 0.540. (2) The reactants are [CH3:1][O:2][CH2:3][O:4][C:5]1[CH:10]=[CH:9][CH:8]=[CH:7][C:6]=1[C:11]1[CH:16]=[CH:15][CH:14]=[CH:13][C:12]=1[O:17][CH2:18][O:19][CH3:20].[Li]CCCC.CN([CH:29]=[O:30])C.[NH4+].[Cl-].C[CH2:34][O:35]CC. The catalyst is C1COCC1. The product is [CH3:20][O:19][CH2:18][O:17][C:12]1[C:13]([CH:34]=[O:35])=[CH:14][CH:15]=[CH:16][C:11]=1[C:6]1[CH:7]=[CH:8][CH:9]=[C:10]([CH:29]=[O:30])[C:5]=1[O:4][CH2:3][O:2][CH3:1]. The yield is 0.470. (3) The reactants are [N:1]1[CH:6]=[CH:5][CH:4]=[C:3](B(O)O)[CH:2]=1.C(O)C.C([O-])([O-])=O.[K+].[K+].[C:19]([O:23][C:24](=[O:35])[N:25]([C:28]1[S:32][C:31](Br)=[N:30][C:29]=1[Cl:34])[CH2:26][CH3:27])([CH3:22])([CH3:21])[CH3:20]. The yield is 0.790. The catalyst is C1(C)C=CC=CC=1.C(OCC)(=O)C.C1C=CC([P]([Pd]([P](C2C=CC=CC=2)(C2C=CC=CC=2)C2C=CC=CC=2)([P](C2C=CC=CC=2)(C2C=CC=CC=2)C2C=CC=CC=2)[P](C2C=CC=CC=2)(C2C=CC=CC=2)C2C=CC=CC=2)(C2C=CC=CC=2)C2C=CC=CC=2)=CC=1. The product is [C:19]([O:23][C:24](=[O:35])[N:25]([C:28]1[S:32][C:31]([C:3]2[CH:2]=[N:1][CH:6]=[CH:5][CH:4]=2)=[N:30][C:29]=1[Cl:34])[CH2:26][CH3:27])([CH3:20])([CH3:21])[CH3:22]. (4) The reactants are Br[C:2]1[CH:7]=[CH:6][C:5]([C:8]2([C:21]3[CH:26]=[CH:25][CH:24]=[CH:23][CH:22]=3)[C:20]3[CH:19]=[CH:18][CH:17]=[CH:16][C:15]=3[C:14]3[C:9]2=[CH:10][CH:11]=[CH:12][CH:13]=3)=[CH:4][CH:3]=1.CC(C)([O-])C.[Na+].[CH3:33][C:34]1[CH:35]=[C:36]([CH:38]=[C:39]([CH3:41])[CH:40]=1)[NH2:37].C(P(C(C)(C)C)C(C)(C)C)(C)(C)C. The catalyst is C1C=CC(/C=C/C(/C=C/C2C=CC=CC=2)=O)=CC=1.C1C=CC(/C=C/C(/C=C/C2C=CC=CC=2)=O)=CC=1.[Pd].CCCCCC.C1(C)C=CC=CC=1. The product is [CH3:33][C:34]1[CH:35]=[C:36]([NH:37][C:2]2[CH:7]=[CH:6][C:5]([C:8]3([C:21]4[CH:26]=[CH:25][CH:24]=[CH:23][CH:22]=4)[C:20]4[CH:19]=[CH:18][CH:17]=[CH:16][C:15]=4[C:14]4[C:9]3=[CH:10][CH:11]=[CH:12][CH:13]=4)=[CH:4][CH:3]=2)[CH:38]=[C:39]([CH3:41])[CH:40]=1. The yield is 0.920. (5) The reactants are Br[C:2]1[C:6]([C:7]2[CH:12]=[CH:11][CH:10]=[C:9]([Cl:13])[CH:8]=2)=[N:5][NH:4][C:3]=1[NH2:14].[C:15]([N:23]=[C:24]=[S:25])(=[O:22])[C:16]1[CH:21]=[CH:20][CH:19]=[CH:18][CH:17]=1. The catalyst is O1CCOCC1. The product is [Cl:13][C:9]1[CH:8]=[C:7]([C:6]2[C:2]3[S:25][C:24]([NH:23][C:15](=[O:22])[C:16]4[CH:17]=[CH:18][CH:19]=[CH:20][CH:21]=4)=[N:14][C:3]=3[NH:4][N:5]=2)[CH:12]=[CH:11][CH:10]=1. The yield is 0.170.